Dataset: Reaction yield outcomes from USPTO patents with 853,638 reactions. Task: Predict the reaction yield, written as a fraction of the theoretical maximum amount of product (1.0 means a 100% yield; for example, 0.34 means a 34% yield). (1) The reactants are [CH3:1][CH:2]([C:4]1[O:8][N:7]=[C:6]([CH2:9][O:10][C:11]2[C:16]([Cl:17])=[CH:15][C:14]([Cl:18])=[CH:13][C:12]=2[Cl:19])[C:5]=1[CH2:20][O:21][C:22]1[CH:23]=[C:24]2[C:28](=[CH:29][CH:30]=1)[N:27]([CH2:31][C:32]1[CH:33]=[C:34]([CH:39]=[CH:40][CH:41]=1)[C:35]([O:37]C)=[O:36])[CH:26]=[CH:25]2)[CH3:3].O1CCCC1CO.[OH-].[Na+].Cl. No catalyst specified. The product is [CH3:3][CH:2]([C:4]1[O:8][N:7]=[C:6]([CH2:9][O:10][C:11]2[C:12]([Cl:19])=[CH:13][C:14]([Cl:18])=[CH:15][C:16]=2[Cl:17])[C:5]=1[CH2:20][O:21][C:22]1[CH:23]=[C:24]2[C:28](=[CH:29][CH:30]=1)[N:27]([CH2:31][C:32]1[CH:33]=[C:34]([CH:39]=[CH:40][CH:41]=1)[C:35]([OH:37])=[O:36])[CH:26]=[CH:25]2)[CH3:1]. The yield is 0.880. (2) The reactants are Br[C:2]1[CH:7]=[CH:6][C:5](C2C=CC=C3C=2C=CC=[C:13]3[CH2:18][OH:19])=[CH:4][CH:3]=1.[CH:20]1(B(O)O)[CH2:22]C1.C1(C)C=CC=CC=1.[OH2:33]. The catalyst is CCOC(C)=O.CC([O-])=O.CC([O-])=O.[Pd+2].C1(P(C2CCCCC2)C2CCCCC2)CCCCC1. The product is [CH3:20][CH2:22][O:33][C:18]([CH3:13])=[O:19].[CH3:6][CH2:7][CH2:2][CH2:3][CH2:4][CH3:5]. The yield is 0.750. (3) The reactants are [H-].[H-].[H-].[H-].[Li+].[Al+3].[C:7]1([C:13]2[N:14]=[C:15]([C:18]3([C:24]#[N:25])[CH2:23][CH2:22][O:21][CH2:20][CH2:19]3)[S:16][CH:17]=2)[CH:12]=[CH:11][CH:10]=[CH:9][CH:8]=1. The catalyst is C1COCC1. The product is [C:7]1([C:13]2[N:14]=[C:15]([C:18]3([CH2:24][NH2:25])[CH2:19][CH2:20][O:21][CH2:22][CH2:23]3)[S:16][CH:17]=2)[CH:8]=[CH:9][CH:10]=[CH:11][CH:12]=1. The yield is 0.370. (4) The reactants are [H-].[Na+].[C:3]([C:5]1[CH:6]=[C:7]2[C:11](=[CH:12][CH:13]=1)[NH:10][C:9](=[O:14])[CH2:8]2)#[N:4].Cl[C:16]1[CH:21]=[CH:20][C:19]([CH2:22][N:23]2[CH2:28][CH2:27][O:26][CH2:25][CH2:24]2)=[CH:18][N+:17]=1[O-].P(Cl)(Cl)Cl. The catalyst is CN(C)C=O.C(OCC)(=O)C. The product is [OH:14][C:9]1[NH:10][C:11]2[C:7]([C:8]=1[C:16]1[CH:21]=[CH:20][C:19]([CH2:22][N:23]3[CH2:28][CH2:27][O:26][CH2:25][CH2:24]3)=[CH:18][N:17]=1)=[CH:6][C:5]([C:3]#[N:4])=[CH:13][CH:12]=2. The yield is 0.450. (5) The reactants are C([O:4][CH2:5][C:6]([CH3:53])([CH3:52])[CH2:7][N:8]1[C:14]2[CH:15]=[CH:16][C:17]([Cl:19])=[CH:18][C:13]=2[C@@H:12]([C:20]2[CH:25]=[CH:24][CH:23]=[C:22]([O:26][CH3:27])[C:21]=2[O:28][CH3:29])[O:11][C@H:10]([CH2:30][C:31]([NH:33][C:34]2[CH:35]=[C:36]([O:47][CH2:48][CH2:49][CH3:50])[C:37]3[O:41][C:40]([C:42]([O:44]C)=[O:43])=[CH:39][C:38]=3[CH:46]=2)=[O:32])[C:9]1=[O:51])(=O)C.[OH-].[Na+].Cl. The catalyst is O1CCCC1.C(O)C. The product is [Cl:19][C:17]1[CH:16]=[CH:15][C:14]2[N:8]([CH2:7][C:6]([CH3:52])([CH3:53])[CH2:5][OH:4])[C:9](=[O:51])[C@@H:10]([CH2:30][C:31]([NH:33][C:34]3[CH:35]=[C:36]([O:47][CH2:48][CH2:49][CH3:50])[C:37]4[O:41][C:40]([C:42]([OH:44])=[O:43])=[CH:39][C:38]=4[CH:46]=3)=[O:32])[O:11][C@H:12]([C:20]3[CH:25]=[CH:24][CH:23]=[C:22]([O:26][CH3:27])[C:21]=3[O:28][CH3:29])[C:13]=2[CH:18]=1. The yield is 0.460. (6) The reactants are [CH2:1]([O:8][C:9]1[CH:10]=[C:11]2[C:15](=[CH:16][CH:17]=1)[NH:14][CH:13]=[CH:12]2)[C:2]1[CH:7]=[CH:6][CH:5]=[CH:4][CH:3]=1.[H-].[Na+].N1C2C(=CC=CC=2)C=C1.Br[CH2:30][C:31]([O:33][CH2:34][CH3:35])=[O:32]. The catalyst is CN(C=O)C. The product is [CH2:34]([O:33][C:31](=[O:32])[CH2:30][N:14]1[C:15]2[C:11](=[CH:10][C:9]([O:8][CH2:1][C:2]3[CH:3]=[CH:4][CH:5]=[CH:6][CH:7]=3)=[CH:17][CH:16]=2)[CH:12]=[CH:13]1)[CH3:35]. The yield is 0.860. (7) The reactants are [Cl:1][C:2]1[C:7]([Cl:8])=[CH:6][CH:5]=[CH:4][C:3]=1[C:9]1[CH:10]=[C:11]2[C:16]3=[C:17]([C@H:19]4[CH2:24][N:23](C(OC(C)(C)C)=O)[CH2:22][CH2:21][C@H:20]4[N:15]3[CH2:14][CH2:13][CH2:12]2)[CH:18]=1.[OH-].[Na+]. The catalyst is C(O)(C(F)(F)F)=O.C(Cl)Cl. The product is [Cl:1][C:2]1[C:7]([Cl:8])=[CH:6][CH:5]=[CH:4][C:3]=1[C:9]1[CH:10]=[C:11]2[C:16]3=[C:17]([C@H:19]4[CH2:24][NH:23][CH2:22][CH2:21][C@H:20]4[N:15]3[CH2:14][CH2:13][CH2:12]2)[CH:18]=1. The yield is 1.00.